This data is from Full USPTO retrosynthesis dataset with 1.9M reactions from patents (1976-2016). The task is: Predict the reactants needed to synthesize the given product. (1) Given the product [CH3:59][O:58][C:44]1[CH:45]=[C:46]([CH:56]=[CH:57][C:43]=1[NH:42][C:34]1[N:33]=[C:32]([NH:31][C:23]2[CH:22]=[CH:21][C:20]([C@H:17]3[CH2:16][CH2:15][C@H:14]([O:13][P:6]([OH:7])([OH:8])=[O:5])[CH2:19][CH2:18]3)=[C:28]3[C:24]=2[C:25](=[O:30])[N:26]([CH3:29])[CH2:27]3)[C:37]([C:38]([F:40])([F:41])[F:39])=[CH:36][N:35]=1)[CH2:47][P:48](=[O:55])([O:52][CH2:53][CH3:54])[O:49][CH2:50][CH3:51], predict the reactants needed to synthesize it. The reactants are: C([O:5][P:6]([O:13][C@H:14]1[CH2:19][CH2:18][C@H:17]([C:20]2[CH:21]=[CH:22][C:23]([NH:31][C:32]3[C:37]([C:38]([F:41])([F:40])[F:39])=[CH:36][N:35]=[C:34]([NH:42][C:43]4[CH:57]=[CH:56][C:46]([CH2:47][P:48](=[O:55])([O:52][CH2:53][CH3:54])[O:49][CH2:50][CH3:51])=[CH:45][C:44]=4[O:58][CH3:59])[N:33]=3)=[C:24]3[C:28]=2[CH2:27][N:26]([CH3:29])[C:25]3=[O:30])[CH2:16][CH2:15]1)([O:8]C(C)(C)C)=[O:7])(C)(C)C.C(O)(C(F)(F)F)=O. (2) The reactants are: [C:1]([CH2:3][C:4]([NH2:6])=[O:5])#[N:2].C(O/[CH:10]=[CH:11]/[C:12](=O)[C:13]([F:16])([F:15])[F:14])C. Given the product [OH:5][C:4]1[N:6]=[C:12]([C:13]([F:16])([F:15])[F:14])[CH:11]=[CH:10][C:3]=1[C:1]#[N:2], predict the reactants needed to synthesize it. (3) Given the product [Cl:3][CH2:17][C:11]1[C:10]2[N:9]([N:8]=[C:7]([CH:6]([F:20])[F:5])[CH:19]=2)[C:14]([O:15][CH3:16])=[CH:13][CH:12]=1, predict the reactants needed to synthesize it. The reactants are: S(Cl)([Cl:3])=O.[F:5][CH:6]([F:20])[C:7]1[CH:19]=[C:10]2[C:11]([CH2:17]O)=[CH:12][CH:13]=[C:14]([O:15][CH3:16])[N:9]2[N:8]=1.C(=O)([O-])O.[Na+].